Dataset: Full USPTO retrosynthesis dataset with 1.9M reactions from patents (1976-2016). Task: Predict the reactants needed to synthesize the given product. (1) Given the product [CH3:1][C:2]1[CH:11]=[CH:10][CH:9]=[C:8]2[C:3]=1[C:4](=[O:17])[C:5]([C:12]([OH:14])=[O:13])=[CH:6][NH:7]2, predict the reactants needed to synthesize it. The reactants are: [CH3:1][C:2]1[CH:11]=[CH:10][CH:9]=[C:8]2[C:3]=1[C:4](=[O:17])[C:5]([C:12]([O:14]CC)=[O:13])=[CH:6][NH:7]2.[OH-].[Na+].Cl. (2) Given the product [Cl:19][C:13]1[CH:14]=[C:15]([Cl:18])[CH:16]=[CH:17][C:12]=1[C:9]1[CH:10]=[CH:11][C:6]([NH:5][CH2:4][C:3]2[CH:20]=[CH:21][C:22]([C:24]([F:27])([F:26])[F:25])=[CH:23][C:2]=2[C:36]2[CH:37]=[CH:38][C:39]([C:42]([NH:44][CH2:45][CH2:46][C:47]([O:49][CH2:50][CH3:51])=[O:48])=[O:43])=[N:40][CH:41]=2)=[CH:7][CH:8]=1, predict the reactants needed to synthesize it. The reactants are: Br[C:2]1[CH:23]=[C:22]([C:24]([F:27])([F:26])[F:25])[CH:21]=[CH:20][C:3]=1[CH2:4][NH:5][C:6]1[CH:11]=[CH:10][C:9]([C:12]2[CH:17]=[CH:16][C:15]([Cl:18])=[CH:14][C:13]=2[Cl:19])=[CH:8][CH:7]=1.CC1(C)C(C)(C)OB([C:36]2[CH:37]=[CH:38][C:39]([C:42]([NH:44][CH2:45][CH2:46][C:47]([O:49][CH2:50][CH3:51])=[O:48])=[O:43])=[N:40][CH:41]=2)O1.C([O-])([O-])=O.[K+].[K+].O. (3) Given the product [C:1]([C:3]1[CH:4]=[C:5]([NH:6][C:10](=[O:11])[C:12]([F:15])([F:14])[F:13])[CH:7]=[CH:8][CH:9]=1)#[CH:2], predict the reactants needed to synthesize it. The reactants are: [C:1]([C:3]1[CH:4]=[C:5]([CH:7]=[CH:8][CH:9]=1)[NH2:6])#[CH:2].[C:10](O[C:10]([C:12]([F:15])([F:14])[F:13])=[O:11])([C:12]([F:15])([F:14])[F:13])=[O:11]. (4) Given the product [Cl:9][C:6]1[C:7]([CH3:8])=[C:2]([CH:24]=[CH2:25])[C:3]([O:20][CH3:21])=[C:4]([CH:10]([NH:12][C:13](=[O:19])[O:14][C:15]([CH3:18])([CH3:17])[CH3:16])[CH3:11])[CH:5]=1, predict the reactants needed to synthesize it. The reactants are: Br[C:2]1[C:3]([O:20][CH3:21])=[C:4]([CH:10]([NH:12][C:13](=[O:19])[O:14][C:15]([CH3:18])([CH3:17])[CH3:16])[CH3:11])[CH:5]=[C:6]([Cl:9])[C:7]=1[CH3:8].CO[CH2:24][CH2:25]OC.C(=O)([O-])[O-].[K+].[K+].N1C=CC=CC=1.C(B1OB(C=C)OB(C=C)O1)=C. (5) Given the product [F:1][C:2]1[CH:7]=[C:6]([F:8])[CH:5]=[CH:4][C:3]=1[C:9]1[C:13]([C:14]2[CH:15]=[CH:16][C:17]3[N:18]([C:20]([CH:23]([CH3:24])[CH3:25])=[N:21][N:22]=3)[N:19]=2)=[CH:12][N:11]([CH:26]2[CH2:31][CH2:30][N:29]([CH3:34])[CH2:28][CH2:27]2)[N:10]=1, predict the reactants needed to synthesize it. The reactants are: [F:1][C:2]1[CH:7]=[C:6]([F:8])[CH:5]=[CH:4][C:3]=1[C:9]1[C:13]([C:14]2[CH:15]=[CH:16][C:17]3[N:18]([C:20]([CH:23]([CH3:25])[CH3:24])=[N:21][N:22]=3)[N:19]=2)=[CH:12][N:11]([CH:26]2[CH2:31][CH2:30][NH:29][CH2:28][CH2:27]2)[N:10]=1.C=O.[C:34](O[BH-](OC(=O)C)OC(=O)C)(=O)C.[Na+]. (6) Given the product [CH2:1]([N:8]1[CH2:9][CH:10]2[CH2:15][O:16][CH2:13][CH:11]2[CH2:12]1)[C:2]1[CH:3]=[CH:4][CH:5]=[CH:6][CH:7]=1, predict the reactants needed to synthesize it. The reactants are: [CH2:1]([N:8]1[CH2:12][CH:11]([CH2:13]O)[CH:10]([CH2:15][OH:16])[CH2:9]1)[C:2]1[CH:7]=[CH:6][CH:5]=[CH:4][CH:3]=1.CC1C=CC(S(O)(=O)=O)=CC=1.[OH-].[Na+].